From a dataset of Peptide-MHC class II binding affinity with 134,281 pairs from IEDB. Regression. Given a peptide amino acid sequence and an MHC pseudo amino acid sequence, predict their binding affinity value. This is MHC class II binding data. (1) The peptide sequence is RVNNSYSLIRLSHNS. The MHC is H-2-IAb with pseudo-sequence H-2-IAb. The binding affinity (normalized) is 0.387. (2) The peptide sequence is PRFLEYSTSECHF. The MHC is DRB1_0301 with pseudo-sequence DRB1_0301. The binding affinity (normalized) is 0.423.